From a dataset of Reaction yield outcomes from USPTO patents with 853,638 reactions. Predict the reaction yield, written as a fraction of the theoretical maximum amount of product (1.0 means a 100% yield; for example, 0.34 means a 34% yield). (1) The reactants are [C:1]([C:4]1[CH:5]=[N:6][C:7]2[C:12]([C:13]=1[NH:14][C:15]1[CH:16]=[CH:17][C:18]([N:21]3[CH2:26][CH2:25][CH2:24][C@@H:23]([NH:27][C:28](=[O:34])[O:29][C:30]([CH3:33])([CH3:32])[CH3:31])[CH2:22]3)=[N:19][CH:20]=1)=[N:11][C:10](Cl)=[CH:9][CH:8]=2)(=[O:3])[CH3:2].[Cl:36][C:37]1[CH:42]=[C:41](B2OC(C)(C)C(C)(C)O2)[CH:40]=[C:39]([F:52])[C:38]=1[OH:53]. No catalyst specified. The product is [C:1]([C:4]1[CH:5]=[N:6][C:7]2[C:12]([C:13]=1[NH:14][C:15]1[CH:16]=[CH:17][C:18]([N:21]3[CH2:26][CH2:25][CH2:24][C@@H:23]([NH:27][C:28](=[O:34])[O:29][C:30]([CH3:31])([CH3:33])[CH3:32])[CH2:22]3)=[N:19][CH:20]=1)=[N:11][C:10]([C:41]1[CH:40]=[C:39]([F:52])[C:38]([OH:53])=[C:37]([Cl:36])[CH:42]=1)=[CH:9][CH:8]=2)(=[O:3])[CH3:2]. The yield is 0.510. (2) The reactants are Br[C:2]1[CH:7]=[CH:6][N:5]=[C:4]([C:8]([NH:10][C:11]2[CH:16]=[CH:15][CH:14]=[C:13]([C:17]3[N:21]([CH:22]4[CH2:24][CH2:23]4)[CH:20]=[N:19][CH:18]=3)[CH:12]=2)=[O:9])[CH:3]=1.B(O)O.C(=O)([O-])[O-].[K+].[K+]. The catalyst is C1(C)C=CC=CC=1. The product is [CH:22]1([N:21]2[C:17]([C:13]3[CH:12]=[C:11]([NH:10][C:8]([C:4]4[CH:3]=[C:2]([C:3]5[CH:4]=[N:5][CH:6]=[CH:7][CH:2]=5)[CH:7]=[CH:6][N:5]=4)=[O:9])[CH:16]=[CH:15][CH:14]=3)=[CH:18][N:19]=[CH:20]2)[CH2:24][CH2:23]1. The yield is 0.230.